Dataset: Forward reaction prediction with 1.9M reactions from USPTO patents (1976-2016). Task: Predict the product of the given reaction. Given the reactants [NH2:1][C:2]1[N:7]=[CH:6][C:5]([C:8]2[CH:30]=[CH:29][C:11]3[N:12]([C:25]([CH3:28])([CH3:27])[CH3:26])[C:13]([C:15]4[CH:24]=[CH:23][CH:22]=[CH:21][C:16]=4[C:17]([NH:19][OH:20])=[NH:18])=[N:14][C:10]=3[CH:9]=2)=[CH:4][N:3]=1.[Cl:31][C:32]([Cl:43])([Cl:42])[C:33](O[C:33](=O)[C:32]([Cl:43])([Cl:42])[Cl:31])=O.CCOC(C)=O, predict the reaction product. The product is: [C:25]([N:12]1[C:11]2[CH:29]=[CH:30][C:8]([C:5]3[CH:4]=[N:3][C:2]([NH2:1])=[N:7][CH:6]=3)=[CH:9][C:10]=2[N:14]=[C:13]1[C:15]1[CH:24]=[CH:23][CH:22]=[CH:21][C:16]=1[C:17]1[N:18]=[C:33]([C:32]([Cl:43])([Cl:42])[Cl:31])[O:20][N:19]=1)([CH3:26])([CH3:27])[CH3:28].